Dataset: NCI-60 drug combinations with 297,098 pairs across 59 cell lines. Task: Regression. Given two drug SMILES strings and cell line genomic features, predict the synergy score measuring deviation from expected non-interaction effect. Drug 1: CC1=C2C(C(=O)C3(C(CC4C(C3C(C(C2(C)C)(CC1OC(=O)C(C(C5=CC=CC=C5)NC(=O)OC(C)(C)C)O)O)OC(=O)C6=CC=CC=C6)(CO4)OC(=O)C)OC)C)OC. Drug 2: C1=NC2=C(N=C(N=C2N1C3C(C(C(O3)CO)O)O)F)N. Cell line: MOLT-4. Synergy scores: CSS=82.4, Synergy_ZIP=4.04, Synergy_Bliss=4.62, Synergy_Loewe=0.553, Synergy_HSA=5.52.